Dataset: Full USPTO retrosynthesis dataset with 1.9M reactions from patents (1976-2016). Task: Predict the reactants needed to synthesize the given product. Given the product [CH:1]1([C:4]2[C:5]([O:13][CH2:14][C:15]([F:18])([F:17])[F:16])=[CH:6][C:7]([C:10]([NH:19][C:20]3([CH2:24][C:25]([NH:27][CH3:28])=[O:26])[CH2:23][O:22][CH2:21]3)=[O:12])=[N:8][CH:9]=2)[CH2:2][CH2:3]1, predict the reactants needed to synthesize it. The reactants are: [CH:1]1([C:4]2[C:5]([O:13][CH2:14][C:15]([F:18])([F:17])[F:16])=[CH:6][C:7]([C:10]([OH:12])=O)=[N:8][CH:9]=2)[CH2:3][CH2:2]1.[NH2:19][C:20]1([CH2:24][C:25]([NH:27][CH3:28])=[O:26])[CH2:23][O:22][CH2:21]1.